Dataset: Reaction yield outcomes from USPTO patents with 853,638 reactions. Task: Predict the reaction yield, written as a fraction of the theoretical maximum amount of product (1.0 means a 100% yield; for example, 0.34 means a 34% yield). (1) The reactants are C(OC([N:8]1[CH2:13][CH2:12][CH:11]([N:14]2[CH2:18][CH2:17][CH2:16][C@@H:15]2[CH2:19][OH:20])[CH2:10][CH2:9]1)=O)(C)(C)C.[ClH:21]. The catalyst is CCO.O1CCOCC1. The product is [ClH:21].[ClH:21].[NH:8]1[CH2:9][CH2:10][CH:11]([N:14]2[CH2:18][CH2:17][CH2:16][C@@H:15]2[CH2:19][OH:20])[CH2:12][CH2:13]1. The yield is 0.820. (2) The product is [CH3:1][C:2]1[C:7]([B:8]2[O:12][C:11]([CH3:13])([CH3:14])[C:10]([CH3:16])([CH3:15])[O:9]2)=[CH:6][CH:5]=[CH:4][C:3]=1[NH:17][C:22]([N:21]1[CH2:18][CH2:20][CH2:26][CH2:24]1)=[O:28]. The yield is 0.590. The reactants are [CH3:1][C:2]1[C:7]([B:8]2[O:12][C:11]([CH3:14])([CH3:13])[C:10]([CH3:16])([CH3:15])[O:9]2)=[CH:6][CH:5]=[CH:4][C:3]=1[NH2:17].[CH:18]([N:21]([CH:24]([CH3:26])C)[CH2:22]C)([CH3:20])C.C(Cl)(Cl)=[O:28].N1CCCC1. The catalyst is ClCCl.C1(C)C=CC=CC=1.